Dataset: Reaction yield outcomes from USPTO patents with 853,638 reactions. Task: Predict the reaction yield, written as a fraction of the theoretical maximum amount of product (1.0 means a 100% yield; for example, 0.34 means a 34% yield). (1) The reactants are Cl[C:2]1[CH:7]=[C:6]([O:8][C:9]2[CH:10]=[C:11]([CH3:22])[C:12]([CH3:21])=[N:13][C:14]=2[C:15]2[CH:20]=[CH:19][CH:18]=[CH:17][N:16]=2)[CH:5]=[CH:4][N:3]=1.[NH2:23][C:24]1[CH:25]=[C:26]([S:30]([NH2:33])(=[O:32])=[O:31])[CH:27]=[CH:28][CH:29]=1.CC1(C)C2C(=C(P(C3C=CC=CC=3)C3C=CC=CC=3)C=CC=2)OC2C(P(C3C=CC=CC=3)C3C=CC=CC=3)=CC=CC1=2.C([O-])([O-])=O.[Cs+].[Cs+]. The catalyst is CC(N(C)C)=O.CC([O-])=O.CC([O-])=O.[Pd+2]. The product is [CH3:22][C:11]1[CH:10]=[C:9]([O:8][C:6]2[CH:5]=[CH:4][N:3]=[C:2]([NH:23][C:24]3[CH:25]=[C:26]([S:30]([NH2:33])(=[O:31])=[O:32])[CH:27]=[CH:28][CH:29]=3)[CH:7]=2)[C:14]([C:15]2[CH:20]=[CH:19][CH:18]=[CH:17][N:16]=2)=[N:13][C:12]=1[CH3:21]. The yield is 0.0333. (2) The reactants are C([O:3][C:4]1[C:9](=[O:10])[N:8]([CH3:11])[C:7]([C:12]2[O:13][CH:14]=[CH:15][CH:16]=2)=[N:6][C:5]=1[C:17]([O:19]CC)=[O:18])C.B(Br)(Br)Br. The catalyst is C(Cl)Cl. The product is [O:13]1[CH:14]=[CH:15][CH:16]=[C:12]1[C:7]1[N:8]([CH3:11])[C:9](=[O:10])[C:4]([OH:3])=[C:5]([C:17]([OH:19])=[O:18])[N:6]=1. The yield is 0.370. (3) The reactants are [Br:1][C:2]1[N:7]=[CH:6][C:5]([CH:8]=O)=[CH:4][CH:3]=1.[CH3:10][O:11][C:12](=[O:33])[CH:13]=P(C1C=CC=CC=1)(C1C=CC=CC=1)C1C=CC=CC=1. The catalyst is C1(C)C=CC=CC=1.CCOC(C)=O. The product is [CH3:10][O:11][C:12](=[O:33])[CH:13]=[CH:8][C:5]1[CH:6]=[N:7][C:2]([Br:1])=[CH:3][CH:4]=1. The yield is 0.970. (4) The product is [CH3:1][O:2][C:3]1[C:4]2[N:18]=[C:19]([CH3:20])[NH:15][C:5]=2[CH:6]=[C:7]([N:9]2[CH2:14][CH2:13][O:12][CH2:11][CH2:10]2)[CH:8]=1. The catalyst is CC(O)=O.[Fe]. The reactants are [CH3:1][O:2][C:3]1[CH:8]=[C:7]([N:9]2[CH2:14][CH2:13][O:12][CH2:11][CH2:10]2)[CH:6]=[C:5]([N+:15]([O-])=O)[C:4]=1[NH:18][C:19](=O)[CH3:20]. The yield is 1.00. (5) The reactants are [C:1]([O:4][C:5]1[CH:10]=[CH:9][C:8]([P:11]([O:22][CH2:23][CH3:24])([CH2:13][P:14]([O:19][CH2:20][CH3:21])([O:16][CH2:17][CH3:18])=[O:15])=[O:12])=[CH:7][C:6]=1[C:25]([CH3:38])([CH3:37])[CH2:26][C:27]([O:29]CC1C=CC=CC=1)=[O:28])(=[O:3])[CH3:2]. The catalyst is CO.[Pd]. The product is [C:1]([O:4][C:5]1[CH:10]=[CH:9][C:8]([P:11]([O:22][CH2:23][CH3:24])([CH2:13][P:14]([O:16][CH2:17][CH3:18])([O:19][CH2:20][CH3:21])=[O:15])=[O:12])=[CH:7][C:6]=1[C:25]([CH3:38])([CH3:37])[CH2:26][C:27]([OH:29])=[O:28])(=[O:3])[CH3:2]. The yield is 0.980. (6) The reactants are [OH:1][C:2]1[CH:11]=[CH:10][CH:9]=[C:8]2[C:3]=1[CH2:4][CH2:5][C@H:6]([CH3:15])[N:7]2[C:12](=[O:14])[CH3:13].[Br:16]N1C(=O)CCC1=O. The catalyst is C(#N)C. The product is [Br:16][C:11]1[C:2]([OH:1])=[C:3]2[C:8](=[CH:9][CH:10]=1)[N:7]([C:12](=[O:14])[CH3:13])[C@@H:6]([CH3:15])[CH2:5][CH2:4]2. The yield is 0.820. (7) The reactants are [Br:1][C:2]1[CH:7]=[CH:6][C:5]([CH:8]([C:12]2[CH:17]=[CH:16][CH:15]=[CH:14][CH:13]=2)[C:9]([OH:11])=[O:10])=[CH:4][CH:3]=1.S(=O)(=O)(O)O.[CH3:23]O. No catalyst specified. The product is [Br:1][C:2]1[CH:3]=[CH:4][C:5]([CH:8]([C:12]2[CH:13]=[CH:14][CH:15]=[CH:16][CH:17]=2)[C:9]([O:11][CH3:23])=[O:10])=[CH:6][CH:7]=1. The yield is 0.850. (8) The reactants are CS(Cl)(=O)=O.[C:6]([O:10][C:11]([NH:13][C:14]1[CH:19]=[CH:18][CH:17]=[CH:16][C:15]=1[NH:20][C:21](=[O:46])[C:22]1[CH:27]=[CH:26][C:25]([CH2:28][N:29]([CH2:42][CH2:43][CH2:44]O)[C:30]([NH:32][C:33]2[CH:38]=[CH:37][C:36]([N:39]([CH3:41])[CH3:40])=[CH:35][CH:34]=2)=[O:31])=[CH:24][CH:23]=1)=[O:12])([CH3:9])([CH3:8])[CH3:7].[CH2:47]([N:49](CC)[CH2:50]C)[CH3:48].C(NC)C. The catalyst is ClCCl.O. The product is [C:6]([O:10][C:11]([NH:13][C:14]1[CH:19]=[CH:18][CH:17]=[CH:16][C:15]=1[NH:20][C:21](=[O:46])[C:22]1[CH:27]=[CH:26][C:25]([CH2:28][N:29]([CH2:42][CH2:43][CH2:44][N:49]([CH2:47][CH3:48])[CH3:50])[C:30]([NH:32][C:33]2[CH:34]=[CH:35][C:36]([N:39]([CH3:40])[CH3:41])=[CH:37][CH:38]=2)=[O:31])=[CH:24][CH:23]=1)=[O:12])([CH3:9])([CH3:8])[CH3:7]. The yield is 0.0400. (9) The reactants are [NH2:1][C:2]1[CH:7]=[CH:6][CH:5]=[C:4]([C:8]([CH:10]2[CH2:15][CH2:14][N:13]([CH3:16])[CH2:12][CH2:11]2)=[O:9])[N:3]=1.[F:17][C:18]([F:30])([F:29])[O:19][C:20]1[CH:28]=[CH:27][CH:26]=[CH:25][C:21]=1[C:22]([Cl:24])=[O:23]. The catalyst is O1CCOCC1. The product is [ClH:24].[F:17][C:18]([F:29])([F:30])[O:19][C:20]1[CH:28]=[CH:27][CH:26]=[CH:25][C:21]=1[C:22]([NH:1][C:2]1[CH:7]=[CH:6][CH:5]=[C:4]([C:8]([CH:10]2[CH2:15][CH2:14][N:13]([CH3:16])[CH2:12][CH2:11]2)=[O:9])[N:3]=1)=[O:23]. The yield is 0.760.